From a dataset of NCI-60 drug combinations with 297,098 pairs across 59 cell lines. Regression. Given two drug SMILES strings and cell line genomic features, predict the synergy score measuring deviation from expected non-interaction effect. (1) Drug 1: C1=CC(=CC=C1CC(C(=O)O)N)N(CCCl)CCCl.Cl. Drug 2: C1C(C(OC1N2C=NC3=C2NC=NCC3O)CO)O. Cell line: ACHN. Synergy scores: CSS=20.0, Synergy_ZIP=-4.13, Synergy_Bliss=-3.54, Synergy_Loewe=-3.11, Synergy_HSA=-2.94. (2) Drug 1: CC1=CC=C(C=C1)C2=CC(=NN2C3=CC=C(C=C3)S(=O)(=O)N)C(F)(F)F. Drug 2: N.N.Cl[Pt+2]Cl. Cell line: CAKI-1. Synergy scores: CSS=27.5, Synergy_ZIP=-11.4, Synergy_Bliss=-5.85, Synergy_Loewe=-8.31, Synergy_HSA=-4.32. (3) Drug 1: CCC1=C2CN3C(=CC4=C(C3=O)COC(=O)C4(CC)O)C2=NC5=C1C=C(C=C5)O. Drug 2: C1CC(=O)NC(=O)C1N2C(=O)C3=CC=CC=C3C2=O. Cell line: SN12C. Synergy scores: CSS=18.3, Synergy_ZIP=-4.98, Synergy_Bliss=3.03, Synergy_Loewe=-37.6, Synergy_HSA=-1.08. (4) Drug 1: C1CN(CCN1C(=O)CCBr)C(=O)CCBr. Drug 2: COCCOC1=C(C=C2C(=C1)C(=NC=N2)NC3=CC=CC(=C3)C#C)OCCOC.Cl. Cell line: ACHN. Synergy scores: CSS=39.2, Synergy_ZIP=-12.5, Synergy_Bliss=-10.7, Synergy_Loewe=-9.36, Synergy_HSA=-5.84. (5) Drug 1: CCC1(CC2CC(C3=C(CCN(C2)C1)C4=CC=CC=C4N3)(C5=C(C=C6C(=C5)C78CCN9C7C(C=CC9)(C(C(C8N6C=O)(C(=O)OC)O)OC(=O)C)CC)OC)C(=O)OC)O.OS(=O)(=O)O. Drug 2: N.N.Cl[Pt+2]Cl. Cell line: SF-268. Synergy scores: CSS=53.6, Synergy_ZIP=-2.38, Synergy_Bliss=0.774, Synergy_Loewe=1.31, Synergy_HSA=2.96. (6) Drug 1: CC1=C(C(=CC=C1)Cl)NC(=O)C2=CN=C(S2)NC3=CC(=NC(=N3)C)N4CCN(CC4)CCO. Drug 2: C(=O)(N)NO. Cell line: COLO 205. Synergy scores: CSS=-2.24, Synergy_ZIP=1.29, Synergy_Bliss=-0.583, Synergy_Loewe=-4.94, Synergy_HSA=-4.09.